Dataset: Reaction yield outcomes from USPTO patents with 853,638 reactions. Task: Predict the reaction yield, written as a fraction of the theoretical maximum amount of product (1.0 means a 100% yield; for example, 0.34 means a 34% yield). The yield is 0.990. The product is [NH2:1][C:4]1[CH:5]=[C:6]2[C:10](=[CH:11][CH:12]=1)[C:9](=[O:13])[N:8]([CH2:14][C:15]([O:17][C:18]([CH3:20])([CH3:19])[CH3:21])=[O:16])[C:7]2=[O:22]. The reactants are [N+:1]([C:4]1[CH:5]=[C:6]2[C:10](=[CH:11][CH:12]=1)[C:9](=[O:13])[N:8]([CH2:14][C:15]([O:17][C:18]([CH3:21])([CH3:20])[CH3:19])=[O:16])[C:7]2=[O:22])([O-])=O. The catalyst is C(OCC)(=O)C.CO.[Pd].